From a dataset of NCI-60 drug combinations with 297,098 pairs across 59 cell lines. Regression. Given two drug SMILES strings and cell line genomic features, predict the synergy score measuring deviation from expected non-interaction effect. Drug 1: CC1=C(C(=O)C2=C(C1=O)N3CC4C(C3(C2COC(=O)N)OC)N4)N. Drug 2: CC(C)(C1=NC(=CC=C1)N2C3=NC(=NC=C3C(=O)N2CC=C)NC4=CC=C(C=C4)N5CCN(CC5)C)O. Cell line: HCT116. Synergy scores: CSS=62.1, Synergy_ZIP=5.43, Synergy_Bliss=6.04, Synergy_Loewe=4.11, Synergy_HSA=9.74.